From a dataset of Catalyst prediction with 721,799 reactions and 888 catalyst types from USPTO. Predict which catalyst facilitates the given reaction. (1) Reactant: [Cl:1][C:2]1[CH:7]=[CH:6][C:5]([N:8]=[C:9]=[O:10])=[CH:4][CH:3]=1.[O:11]1[CH2:16][CH2:15][N:14]([CH2:17][CH2:18][CH2:19][O:20][C:21]2[CH:22]=[C:23]([CH:25]=[CH:26][CH:27]=2)[NH2:24])[CH2:13][CH2:12]1. Product: [Cl:1][C:2]1[CH:7]=[CH:6][C:5]([NH:8][C:9]([NH:24][C:23]2[CH:25]=[CH:26][CH:27]=[C:21]([O:20][CH2:19][CH2:18][CH2:17][N:14]3[CH2:13][CH2:12][O:11][CH2:16][CH2:15]3)[CH:22]=2)=[O:10])=[CH:4][CH:3]=1. The catalyst class is: 22. (2) The catalyst class is: 99. Product: [CH3:1][N:2]1[CH:6]=[CH:5][C:4]([C:7]2[N:12]=[C:11]([NH2:13])[C:10]([NH2:14])=[CH:9][CH:8]=2)=[N:3]1. Reactant: [CH3:1][N:2]1[CH:6]=[CH:5][C:4]([C:7]2[N:12]=[C:11]([NH2:13])[C:10]([N+:14]([O-])=O)=[CH:9][CH:8]=2)=[N:3]1.CCO. (3) The catalyst class is: 26. Product: [CH2:18]([O:17][C:14]1[CH:15]=[CH:16][C:11](/[CH:10]=[C:7]2/[C:8](=[O:9])[N:4]([CH2:3][CH2:2][NH:1][CH3:21])[C:5](=[O:20])[S:6]/2)=[CH:12][CH:13]=1)[CH3:19]. Reactant: [NH2:1][CH2:2][CH2:3][N:4]1[C:8](=[O:9])/[C:7](=[CH:10]/[C:11]2[CH:16]=[CH:15][C:14]([O:17][CH2:18][CH3:19])=[CH:13][CH:12]=2)/[S:6][C:5]1=[O:20].[CH2:21](N(CC)CC)C.C=O.C(O[BH-](OC(=O)C)OC(=O)C)(=O)C.[Na+]. (4) Reactant: [Br:1][CH2:2][CH2:3][CH2:4][S:5]([C:8]1[CH:16]=[CH:15][C:11]([C:12]([OH:14])=O)=[CH:10][CH:9]=1)(=[O:7])=[O:6].C1CCC(N=C=NC2CCCCC2)CC1.Cl.Cl.[CH3:34][C:35]1[NH:39][C:38]2[CH:40]=[C:41]([C:44]3[CH:45]=[CH:46][C:47]4[O:53][CH2:52][CH2:51][NH:50][CH2:49][C:48]=4[CH:54]=3)[CH:42]=[CH:43][C:37]=2[N:36]=1.C(N(C(C)C)CC)(C)C. Product: [Br:1][CH2:2][CH2:3][CH2:4][S:5]([C:8]1[CH:9]=[CH:10][C:11]([C:12]([N:50]2[CH2:49][C:48]3[CH:54]=[C:44]([C:41]4[CH:42]=[CH:43][C:37]5[N:36]=[C:35]([CH3:34])[NH:39][C:38]=5[CH:40]=4)[CH:45]=[CH:46][C:47]=3[O:53][CH2:52][CH2:51]2)=[O:14])=[CH:15][CH:16]=1)(=[O:6])=[O:7]. The catalyst class is: 1. (5) Reactant: C([Li])CCC.C(NC(C)C)(C)C.[Li+].CC([N-]C(C)C)C.[Br:21][C:22]1[CH:23]=[C:24]([F:31])[C:25]([O:29][CH3:30])=[C:26]([F:28])[CH:27]=1.CN([CH:35]=[O:36])C. Product: [Br:21][C:22]1[C:27]([CH:35]=[O:36])=[C:26]([F:28])[C:25]([O:29][CH3:30])=[C:24]([F:31])[CH:23]=1. The catalyst class is: 1. (6) Reactant: [CH3:1][O:2][C:3]1[CH:8]=[CH:7][C:6]([C@H:9]([N:11]2[CH2:15][C@H:14]([C:16](=[O:21])[CH2:17][CH2:18]OC)[CH2:13][C:12]2=[O:22])[CH3:10])=[CH:5][CH:4]=1.[BH4-].[Na+]. Product: [OH:21][CH:16]([C@H:14]1[CH2:15][N:11]([C@@H:9]([C:6]2[CH:7]=[CH:8][C:3]([O:2][CH3:1])=[CH:4][CH:5]=2)[CH3:10])[C:12](=[O:22])[CH2:13]1)[CH2:17][CH3:18]. The catalyst class is: 8.